From a dataset of Forward reaction prediction with 1.9M reactions from USPTO patents (1976-2016). Predict the product of the given reaction. Given the reactants [F:1][C:2]([F:24])([F:23])[C:3]1[CH:8]=[CH:7][C:6]([C:9]2[C:13]3[CH:14]=[CH:15][C:16]([C:18]#[C:19][CH2:20][CH2:21]O)=[CH:17][C:12]=3[S:11][N:10]=2)=[CH:5][CH:4]=1.[CH3:25][NH:26][CH3:27], predict the reaction product. The product is: [CH3:25][N:26]([CH3:27])[CH2:21][CH2:20][C:19]#[C:18][C:16]1[CH:15]=[CH:14][C:13]2[C:9]([C:6]3[CH:7]=[CH:8][C:3]([C:2]([F:24])([F:23])[F:1])=[CH:4][CH:5]=3)=[N:10][S:11][C:12]=2[CH:17]=1.